Task: Predict the reactants needed to synthesize the given product.. Dataset: Full USPTO retrosynthesis dataset with 1.9M reactions from patents (1976-2016) Given the product [N:15]1([C:2]2[CH:9]=[CH:8][C:7]([C:10]3[S:11][CH:12]=[CH:13][CH:14]=3)=[CH:6][C:3]=2[CH:4]=[O:5])[CH2:19][CH2:18][CH2:17][CH2:16]1, predict the reactants needed to synthesize it. The reactants are: F[C:2]1[CH:9]=[CH:8][C:7]([C:10]2[S:11][CH:12]=[CH:13][CH:14]=2)=[CH:6][C:3]=1[CH:4]=[O:5].[NH:15]1[CH2:19][CH2:18][CH2:17][CH2:16]1.